This data is from Catalyst prediction with 721,799 reactions and 888 catalyst types from USPTO. The task is: Predict which catalyst facilitates the given reaction. (1) Reactant: [O:1]=[C:2]1[C:10]2[C:5](=[CH:6][CH:7]=[CH:8][CH:9]=2)[C:4](=[O:11])[N:3]1[CH2:12][C:13]1[N:18]=[C:17]([C:19]#[N:20])[CH:16]=[CH:15][CH:14]=1.[C:21](OC)(=[O:29])[C:22]1[C:23](=[CH:25][CH:26]=[CH:27][CH:28]=1)[SH:24].C(N(CC)CC)C. Product: [O:29]=[C:21]1[C:22]2[CH:28]=[CH:27][CH:26]=[CH:25][C:23]=2[S:24][C:19]([C:17]2[N:18]=[C:13]([CH2:12][N:3]3[C:2](=[O:1])[C:10]4[C:5](=[CH:6][CH:7]=[CH:8][CH:9]=4)[C:4]3=[O:11])[CH:14]=[CH:15][CH:16]=2)=[N:20]1. The catalyst class is: 11. (2) Reactant: [CH2:1]1[C:14]2[C:13]3[CH:12]=[CH:11][CH:10]=[CH:9][C:8]=3[NH:7][C:6]=2[CH2:5][CH2:4][N:3]([C:15]([O:17][C:18]([CH3:21])([CH3:20])[CH3:19])=[O:16])[CH2:2]1.[C:22]1([S:28]([CH2:30][CH2:31]Cl)=[O:29])[CH:27]=[CH:26][CH:25]=[CH:24][CH:23]=1.[H-].[Na+]. Product: [C:22]1([S:28]([CH2:30][CH2:31][N:7]2[C:8]3[CH:9]=[CH:10][CH:11]=[CH:12][C:13]=3[C:14]3[CH2:1][CH2:2][N:3]([C:15]([O:17][C:18]([CH3:21])([CH3:20])[CH3:19])=[O:16])[CH2:4][CH2:5][C:6]2=3)=[O:29])[CH:27]=[CH:26][CH:25]=[CH:24][CH:23]=1. The catalyst class is: 3. (3) Reactant: [NH2:1][C:2]1[CH2:7][O:6][CH2:5][C@:4]([C:11]2[CH:12]=[C:13]([NH:18][C:19]([C:21]3[C:26]([CH3:27])=[CH:25][C:24]([C:28]#[N:29])=[CH:23][N:22]=3)=[O:20])[CH:14]=[CH:15][C:16]=2[F:17])([CH:8]([F:10])[F:9])[N:3]=1.C(#N)C.[ClH:33]. Product: [OH2:6].[ClH:33].[NH2:1][C:2]1[CH2:7][O:6][CH2:5][C@:4]([C:11]2[CH:12]=[C:13]([NH:18][C:19]([C:21]3[C:26]([CH3:27])=[CH:25][C:24]([C:28]#[N:29])=[CH:23][N:22]=3)=[O:20])[CH:14]=[CH:15][C:16]=2[F:17])([CH:8]([F:10])[F:9])[N:3]=1. The catalyst class is: 6. (4) Reactant: [O:1]=[C:2]1[O:6][CH2:5][C:4]([N:7]2[CH2:11][CH2:10][C:9]3([CH2:16][CH2:15][NH:14][CH2:13][CH2:12]3)[C:8]2=[O:17])=[CH:3]1.[CH3:18][C:19]1[C:27]2[CH2:26][O:25][C:24](=[O:28])[C:23]=2[CH:22]=[CH:21][C:20]=1[C@@H:29]1[CH2:31][O:30]1. Product: [OH:30][C@H:29]([C:20]1[CH:21]=[CH:22][C:23]2[C:24](=[O:28])[O:25][CH2:26][C:27]=2[C:19]=1[CH3:18])[CH2:31][N:14]1[CH2:13][CH2:12][C:9]2([C:8](=[O:17])[N:7]([C:4]3[CH2:5][O:6][C:2](=[O:1])[CH:3]=3)[CH2:11][CH2:10]2)[CH2:16][CH2:15]1. The catalyst class is: 8. (5) The catalyst class is: 4. Product: [CH3:5][C:6]1[CH:7]=[CH:8][C:9]2[N:10]([N:12]=[C:13]([C:27]3[CH:32]=[CH:31][CH:30]=[CH:29][CH:28]=3)[C:14]=2[CH:15]([OH:16])[C:17]2[N:22]=[C:21]([C:23]([O:25][CH3:26])=[O:24])[CH:20]=[CH:19][CH:18]=2)[CH:11]=1. Reactant: CO.[BH4-].[Na+].[CH3:5][C:6]1[CH:7]=[CH:8][C:9]2[N:10]([N:12]=[C:13]([C:27]3[CH:32]=[CH:31][CH:30]=[CH:29][CH:28]=3)[C:14]=2[C:15]([C:17]2[N:22]=[C:21]([C:23]([O:25][CH3:26])=[O:24])[CH:20]=[CH:19][CH:18]=2)=[O:16])[CH:11]=1.[Cl-].[NH4+]. (6) Reactant: C([Cl:4])(=O)C.[NH2:5][C:6]1[NH:10][N:9]=[C:8]([NH:11][C:12]2[CH:17]=[C:16]([C:18]([F:21])([F:20])[F:19])[C:15]([C:22]3[CH:27]=[CH:26][C:25]([S:28]([NH:31][CH2:32][CH2:33][N:34](C)[C:35](=O)OC(C)(C)C)(=[O:30])=[O:29])=[CH:24][CH:23]=3)=[C:14]([Cl:43])[CH:13]=2)[N:7]=1. Product: [ClH:4].[NH2:5][C:6]1[NH:10][N:9]=[C:8]([NH:11][C:12]2[CH:17]=[C:16]([C:18]([F:21])([F:20])[F:19])[C:15]([C:22]3[CH:27]=[CH:26][C:25]([S:28]([NH:31][CH2:32][CH2:33][NH:34][CH3:35])(=[O:30])=[O:29])=[CH:24][CH:23]=3)=[C:14]([Cl:43])[CH:13]=2)[N:7]=1. The catalyst class is: 5. (7) Reactant: [O:1]=[C:2]1[CH:6]=[CH:5][C:4](=[O:7])[N:3]1[CH2:8][CH2:9][CH2:10][CH2:11][CH2:12][C:13]([OH:15])=O.CN(C=O)C.C(Cl)(=O)C([Cl:24])=O. Product: [C:4]1(=[O:7])[N:3]([CH2:8][CH2:9][CH2:10][CH2:11][CH2:12][C:13]([Cl:24])=[O:15])[C:2](=[O:1])[CH:6]=[CH:5]1. The catalyst class is: 2. (8) Reactant: [CH2:1]([N:3]1[C:9]2[CH:10]=[C:11]([F:17])[C:12]([N+:14]([O-])=O)=[CH:13][C:8]=2[O:7][CH2:6][CH2:5][CH2:4]1)[CH3:2]. Product: [CH2:1]([N:3]1[C:9]2[CH:10]=[C:11]([F:17])[C:12]([NH2:14])=[CH:13][C:8]=2[O:7][CH2:6][CH2:5][CH2:4]1)[CH3:2]. The catalyst class is: 63. (9) Reactant: C([O:3][C:4](=O)[CH2:5][O:6][C:7]1[C:12]([C:13]([F:16])([F:15])[F:14])=[CH:11][CH:10]=[CH:9][N:8]=1)C.O.[NH2:19][NH2:20]. Product: [F:14][C:13]([F:16])([F:15])[C:12]1[C:7]([O:6][CH2:5][C:4]([NH:19][NH2:20])=[O:3])=[N:8][CH:9]=[CH:10][CH:11]=1. The catalyst class is: 8.